From a dataset of Forward reaction prediction with 1.9M reactions from USPTO patents (1976-2016). Predict the product of the given reaction. (1) Given the reactants [CH3:1][C:2]1[S:6][C:5]([NH:7][C:8]([C:10]2[S:14][C:13]([C@@H:15]3[CH2:17][C@H:16]3[NH:18][C:19](=O)OC(C(C)(C)C)C3CC3)=[CH:12][CH:11]=2)=[O:9])=[N:4][N:3]=1.[ClH:30].C(O[CH2:35][CH3:36])(=O)C.[C:37](OCC)(=O)C, predict the reaction product. The product is: [ClH:30].[ClH:30].[CH:36]1([CH2:19][NH:18][C@@H:16]2[CH2:17][C@H:15]2[C:13]2[S:14][C:10]([C:8]([NH:7][C:5]3[S:6][C:2]([CH3:1])=[N:3][N:4]=3)=[O:9])=[CH:11][CH:12]=2)[CH2:35][CH2:37]1. (2) Given the reactants Cl[C:2]1[C:7]([C:8]([F:11])([F:10])[F:9])=[CH:6][N:5]=[C:4]([NH:12][C:13]2[CH:27]=[CH:26][C:16]([CH2:17][P:18](=[O:25])([O:22][CH2:23][CH3:24])[O:19][CH2:20][CH3:21])=[CH:15][CH:14]=2)[N:3]=1.[NH2:28][C:29]1[CH:30]=[CH:31][CH:32]=[C:33]2[C:38]=1[C:37](=[O:39])[N:36]([CH3:40])[CH2:35][CH2:34]2, predict the reaction product. The product is: [CH3:40][N:36]1[CH2:35][CH2:34][C:33]2[C:38](=[C:29]([NH:28][C:2]3[C:7]([C:8]([F:11])([F:10])[F:9])=[CH:6][N:5]=[C:4]([NH:12][C:13]4[CH:14]=[CH:15][C:16]([CH2:17][P:18](=[O:25])([O:22][CH2:23][CH3:24])[O:19][CH2:20][CH3:21])=[CH:26][CH:27]=4)[N:3]=3)[CH:30]=[CH:31][CH:32]=2)[C:37]1=[O:39]. (3) Given the reactants Cl[C:2]1[C:3]2[CH2:31][N:30]([C:32]3[CH:37]=[C:36]([CH:38]([CH3:40])[CH3:39])[CH:35]=[CH:34][C:33]=3[CH3:41])[CH2:29][CH2:28][C:4]=2[N:5]=[C:6]([C:8]2[CH:16]=[CH:15][CH:14]=[C:13]3[C:9]=2[C:10]([CH3:27])=[CH:11][N:12]3[S:17]([C:20]2[CH:26]=[CH:25][C:23]([CH3:24])=[CH:22][CH:21]=2)(=[O:19])=[O:18])[N:7]=1.[CH3:42][C@H:43]1[NH:48][CH2:47][CH2:46][N:45]([C:49]([O:51][C:52]([CH3:55])([CH3:54])[CH3:53])=[O:50])[CH2:44]1.CCN(C(C)C)C(C)C, predict the reaction product. The product is: [CH:38]([C:36]1[CH:35]=[CH:34][C:33]([CH3:41])=[C:32]([N:30]2[CH2:29][CH2:28][C:4]3[N:5]=[C:6]([C:8]4[CH:16]=[CH:15][CH:14]=[C:13]5[C:9]=4[C:10]([CH3:27])=[CH:11][N:12]5[S:17]([C:20]4[CH:26]=[CH:25][C:23]([CH3:24])=[CH:22][CH:21]=4)(=[O:18])=[O:19])[N:7]=[C:2]([N:48]4[CH2:47][CH2:46][N:45]([C:49]([O:51][C:52]([CH3:55])([CH3:54])[CH3:53])=[O:50])[CH2:44][C@H:43]4[CH3:42])[C:3]=3[CH2:31]2)[CH:37]=1)([CH3:40])[CH3:39].